This data is from Forward reaction prediction with 1.9M reactions from USPTO patents (1976-2016). The task is: Predict the product of the given reaction. (1) Given the reactants [CH:1](=[O:8])[C:2]1[CH:7]=[CH:6][CH:5]=[CH:4][CH:3]=1.[N+:9]([CH2:12][CH3:13])([O-:11])=[O:10].O, predict the reaction product. The product is: [N+:9]([CH:12]([CH3:13])[CH:1]([C:2]1[CH:7]=[CH:6][CH:5]=[CH:4][CH:3]=1)[OH:8])([O-:11])=[O:10]. (2) Given the reactants [Cl:1][C:2]1[CH:7]=[C:6]([N:8]2[CH:12]=[CH:11][C:10]([C:13]([F:16])([F:15])[F:14])=[N:9]2)[CH:5]=[CH:4][C:3]=1[CH2:17][NH:18][CH:19]1[CH2:21][CH2:20]1.CC[N+](CCCN(C)C)=C=N.ON1C2C=CC=CC=2N=N1.C(N(CC)C(C)C)(C)C.[F:52][CH:53]([F:64])[C:54]1[C:58]([C:59](O)=[O:60])=[C:57]([F:62])[N:56]([CH3:63])[N:55]=1, predict the reaction product. The product is: [Cl:1][C:2]1[CH:7]=[C:6]([N:8]2[CH:12]=[CH:11][C:10]([C:13]([F:15])([F:16])[F:14])=[N:9]2)[CH:5]=[CH:4][C:3]=1[CH2:17][N:18]([CH:19]1[CH2:21][CH2:20]1)[C:59]([C:58]1[C:54]([CH:53]([F:64])[F:52])=[N:55][N:56]([CH3:63])[C:57]=1[F:62])=[O:60]. (3) Given the reactants [CH3:1][N:2]([CH3:23])[C:3]1[C:12]2[C:7](=[CH:8][CH:9]=[CH:10][CH:11]=2)[N:6]=[C:5]([NH:13][C@@H:14]2[CH2:19][CH2:18][C@H:17]([C:20]([NH2:22])=O)[CH2:16][CH2:15]2)[N:4]=1.Cl, predict the reaction product. The product is: [NH2:22][CH2:20][C@@H:17]1[CH2:16][CH2:15][C@H:14]([NH:13][C:5]2[N:4]=[C:3]([N:2]([CH3:23])[CH3:1])[C:12]3[C:7](=[CH:8][CH:9]=[CH:10][CH:11]=3)[N:6]=2)[CH2:19][CH2:18]1. (4) Given the reactants C(OC([N:8]1[CH2:14][CH2:13][CH2:12][N:11]([C:15]2[CH:16]=[C:17]3[C:22](=[CH:23][CH:24]=2)[N:21]=[C:20]([C:25]2[CH:30]=[CH:29][CH:28]=[C:27]([Cl:31])[CH:26]=2)[N:19]([CH2:32][C:33](=[O:39])[NH:34][C:35]([CH3:38])([CH3:37])[CH3:36])[C:18]3=[O:40])[CH2:10][CH2:9]1)=O)(C)(C)C.C(O)(C(F)(F)F)=O.C(Cl)Cl.FC(F)(F)C(O)=O, predict the reaction product. The product is: [C:35]([NH:34][C:33](=[O:39])[CH2:32][N:19]1[C:18](=[O:40])[C:17]2[C:22](=[CH:23][CH:24]=[C:15]([N:11]3[CH2:12][CH2:13][CH2:14][NH:8][CH2:9][CH2:10]3)[CH:16]=2)[N:21]=[C:20]1[C:25]1[CH:30]=[CH:29][CH:28]=[C:27]([Cl:31])[CH:26]=1)([CH3:38])([CH3:36])[CH3:37]. (5) Given the reactants [C:1]([N:9]1[C:17]2[C:12](=[CH:13][CH:14]=[CH:15][CH:16]=2)[C:11]([C:18]([OH:20])=O)=[C:10]1[CH3:21])(=[O:8])[C:2]1[CH:7]=[CH:6][CH:5]=[CH:4][CH:3]=1.Cl.CN(C)CCCN=C=NCC.C(N(CC)CC)C.[NH2:41][CH2:42][C:43]1[C:44]([OH:51])=[N:45][C:46]([CH3:50])=[CH:47][C:48]=1[CH3:49], predict the reaction product. The product is: [C:1]([N:9]1[C:17]2[C:12](=[CH:13][CH:14]=[CH:15][CH:16]=2)[C:11]([C:18]([NH:41][CH2:42][C:43]2[C:44]([OH:51])=[N:45][C:46]([CH3:50])=[CH:47][C:48]=2[CH3:49])=[O:20])=[C:10]1[CH3:21])(=[O:8])[C:2]1[CH:3]=[CH:4][CH:5]=[CH:6][CH:7]=1. (6) Given the reactants [Br:1][C:2]1[C:21]([F:22])=[CH:20][C:5]2[O:6][C:7]3[CH:19]=[CH:18][CH:17]=[CH:16][C:8]=3[C@H:9]3[C@H:14]([NH2:15])[CH2:13][CH2:12][CH2:11][N:10]3[C:4]=2[CH:3]=1.[CH3:23][C:24]1([CH3:38])[C@@H:30]([C:31]2[CH:36]=[CH:35][CH:34]=[CH:33][CH:32]=2)[O:29][P:27]([OH:37])(=[O:28])[O:26][CH2:25]1, predict the reaction product. The product is: [OH:37][P:27]1(=[O:28])[O:29][C@@H:30]([C:31]2[CH:36]=[CH:35][CH:34]=[CH:33][CH:32]=2)[C:24]([CH3:23])([CH3:38])[CH2:25][O:26]1.[Br:1][C:2]1[C:21]([F:22])=[CH:20][C:5]2[O:6][C:7]3[CH:19]=[CH:18][CH:17]=[CH:16][C:8]=3[C@H:9]3[C@H:14]([NH2:15])[CH2:13][CH2:12][CH2:11][N:10]3[C:4]=2[CH:3]=1. (7) Given the reactants [Cl:1][C:2]1[CH:7]=[CH:6][N:5]=[C:4]2[C:8]([C:11]([NH:13][C@@H:14]3[CH2:19][CH2:18][O:17][CH2:16][C@H:15]3[OH:20])=[O:12])=[CH:9][NH:10][C:3]=12.[F:21][C:22]1[CH:29]=[CH:28][C:25]([CH2:26]Br)=[CH:24][CH:23]=1.C(=O)([O-])[O-].[Cs+].[Cs+], predict the reaction product. The product is: [Cl:1][C:2]1[CH:7]=[CH:6][N:5]=[C:4]2[C:8]([C:11]([NH:13][C@@H:14]3[CH2:19][CH2:18][O:17][CH2:16][C@H:15]3[OH:20])=[O:12])=[CH:9][N:10]([CH2:26][C:25]3[CH:28]=[CH:29][C:22]([F:21])=[CH:23][CH:24]=3)[C:3]=12. (8) Given the reactants FC(F)(F)C(O)=O.[CH3:8][S:9]([C:12]1[CH:33]=[CH:32][C:15]([O:16][C:17]2[N:22]=[CH:21][N:20]=[C:19]3[N:23]([CH:26]4[CH2:31][CH2:30][NH:29][CH2:28][CH2:27]4)[N:24]=[CH:25][C:18]=23)=[CH:14][CH:13]=1)(=[O:11])=[O:10].[C:34](Cl)(=[O:41])[C:35]1[CH:40]=[CH:39][CH:38]=[CH:37][CH:36]=1, predict the reaction product. The product is: [CH3:8][S:9]([C:12]1[CH:13]=[CH:14][C:15]([O:16][C:17]2[N:22]=[CH:21][N:20]=[C:19]3[N:23]([CH:26]4[CH2:27][CH2:28][N:29]([C:34]([C:35]5[CH:40]=[CH:39][CH:38]=[CH:37][CH:36]=5)=[O:41])[CH2:30][CH2:31]4)[N:24]=[CH:25][C:18]=23)=[CH:32][CH:33]=1)(=[O:11])=[O:10]. (9) The product is: [N+:13]([CH2:16][C:9]1([OH:12])[CH2:10][CH2:11][C:6]2([CH2:5][CH2:4]2)[CH2:7][CH2:8]1)([O-:15])=[O:14]. Given the reactants C[O-].[Na+].[CH2:4]1[C:6]2([CH2:11][CH2:10][C:9](=[O:12])[CH2:8][CH2:7]2)[CH2:5]1.[N+:13]([CH3:16])([O-:15])=[O:14], predict the reaction product. (10) Given the reactants [C:1](#[N:7])[CH:2]([CH2:4][C:5]#N)O.[C:8]([CH2:10][C:11]([NH2:13])=[S:12])#[N:9].[CH:14](=[O:20])[C:15]1OC=C[CH:16]=1.[CH3:21][N:22](C=O)C, predict the reaction product. The product is: [NH2:13][C:11]1[S:12][C:21]([NH2:22])=[C:2]([C:1]#[N:7])[CH:4]([C:5]2[O:20][CH:14]=[CH:15][CH:16]=2)[C:10]=1[C:8]#[N:9].